From a dataset of CYP2C9 inhibition data for predicting drug metabolism from PubChem BioAssay. Regression/Classification. Given a drug SMILES string, predict its absorption, distribution, metabolism, or excretion properties. Task type varies by dataset: regression for continuous measurements (e.g., permeability, clearance, half-life) or binary classification for categorical outcomes (e.g., BBB penetration, CYP inhibition). Dataset: cyp2c9_veith. The molecule is Cc1cc(NC(=O)NC(=O)c2ccc(F)cc2F)n[nH]1. The result is 0 (non-inhibitor).